Dataset: Forward reaction prediction with 1.9M reactions from USPTO patents (1976-2016). Task: Predict the product of the given reaction. (1) Given the reactants [Br:1][C:2]1[S:11][C:5]2[N:6]=[CH:7][NH:8][C:9](=O)[C:4]=2[CH:3]=1.P(Cl)(Cl)([Cl:14])=O, predict the reaction product. The product is: [Br:1][C:2]1[S:11][C:5]2[N:6]=[CH:7][N:8]=[C:9]([Cl:14])[C:4]=2[CH:3]=1. (2) Given the reactants [Si](O[CH:9]1[CH:22](O[Si](C(C)(C)C)(C)C)[C:21]2[C:20](=[O:31])[C:19](=[O:32])[CH:18]=[CH:17][C:16]=2[C:15]2[C:10]1=[CH:11][CH:12]=[CH:13][CH:14]=2)(C(C)(C)C)(C)C.O1CCCC1.[F-].C([N+](CCCC)(CCCC)CCCC)CCC, predict the reaction product. The product is: [C:20]1(=[O:31])[C:21]2[CH:22]=[CH:9][C:10]3[C:15](=[CH:14][CH:13]=[CH:12][CH:11]=3)[C:16]=2[CH:17]=[CH:18][C:19]1=[O:32]. (3) Given the reactants [CH:1]1([SH:6])[CH2:5][CH2:4][CH2:3][CH2:2]1.[H-].[Na+].[NH2:9][C:10]1[C:15](Br)=[N:14][C:13]([C:17]2[CH:22]=[CH:21][CH:20]=[CH:19][CH:18]=2)=[CH:12][N:11]=1, predict the reaction product. The product is: [NH2:9][C:10]1[C:15]([S:6][CH:1]2[CH2:5][CH2:4][CH2:3][CH2:2]2)=[N:14][C:13]([C:17]2[CH:22]=[CH:21][CH:20]=[CH:19][CH:18]=2)=[CH:12][N:11]=1. (4) Given the reactants ClC1N=[C:6]([N:8]([CH:16]2[CH2:18][CH2:17]2)C(=O)OC(C)(C)C)[N:5]2[N:19]=[CH:20][C:21](/[CH:22]=[C:23]3\[NH:24][C:25](=[O:29])[NH:26][C:27]\3=[O:28])=[C:4]2C=1.[Cl:30][C:31]1[CH:32]=[C:33]([CH:36]=[CH:37][C:38]=1[OH:39])[C:34]#[N:35].[C:40]([O-])([O-])=O.[K+].[K+].O.C[N:48]([CH:50]=O)C, predict the reaction product. The product is: [Cl:30][C:31]1[CH:32]=[C:33]([CH:36]=[CH:37][C:38]=1[O:39][C:50]1[CH:40]=[C:6]([NH:8][CH:16]2[CH2:17][CH2:18]2)[N:5]2[N:19]=[CH:20][C:21](/[CH:22]=[C:23]3\[NH:24][C:25](=[O:29])[NH:26][C:27]\3=[O:28])=[C:4]2[N:48]=1)[C:34]#[N:35]. (5) Given the reactants C(NC(=O)O)(C)(C)C.[CH2:9]([C:13]1([S:16]([NH2:19])(=[O:18])=[O:17])[CH2:15][CH2:14]1)[CH2:10][CH2:11][CH3:12].C(O)(C(F)(F)F)=O, predict the reaction product. The product is: [CH2:9]([C:13]1([S:16]([NH2:19])(=[O:17])=[O:18])[CH2:15][CH2:14]1)[CH2:10][CH2:11][CH3:12]. (6) Given the reactants [CH2:1]([N:3]1[CH2:8][CH2:7][N:6]([C:9](Cl)=[O:10])[C:5](=[O:12])[C:4]1=[O:13])[CH3:2].[CH2:14]([O:16][C:17]1[CH:18]=[C:19]([C:26]2[C@@H:35]3[C@@H:30]([CH2:31][CH:32]=[CH:33][CH2:34]3)[C:29](=[O:36])[N:28]([CH:37]3[CH2:42][CH2:41][N:40](S(C4C=CC(C)=CC=4)(=O)=O)[CH2:39][CH2:38]3)[N:27]=2)[CH:20]=[CH:21][C:22]=1[O:23][CH2:24]C)C, predict the reaction product. The product is: [CH3:14][O:16][C:17]1[CH:18]=[C:19]([C:26]2[C@@H:35]3[C@@H:30]([CH2:31][CH:32]=[CH:33][CH2:34]3)[C:29](=[O:36])[N:28]([CH:37]3[CH2:42][CH2:41][N:40]([C:9]([N:6]4[CH2:7][CH2:8][N:3]([CH2:1][CH3:2])[C:4](=[O:13])[C:5]4=[O:12])=[O:10])[CH2:39][CH2:38]3)[N:27]=2)[CH:20]=[CH:21][C:22]=1[O:23][CH3:24].